Dataset: Full USPTO retrosynthesis dataset with 1.9M reactions from patents (1976-2016). Task: Predict the reactants needed to synthesize the given product. (1) Given the product [Br:1][C:2]1[CH:7]=[CH:6][C:5]([CH:8]2[C:13]3[N:14]=[C:15]([Cl:19])[N:16]=[C:17]([NH:22][CH3:21])[C:12]=3[CH2:11][O:10][CH2:9]2)=[CH:4][CH:3]=1, predict the reactants needed to synthesize it. The reactants are: [Br:1][C:2]1[CH:7]=[CH:6][C:5]([CH:8]2[C:13]3[N:14]=[C:15]([Cl:19])[N:16]=[C:17](Cl)[C:12]=3[CH2:11][O:10][CH2:9]2)=[CH:4][CH:3]=1.Cl.[CH3:21][NH2:22]. (2) Given the product [ClH:37].[CH3:36][N:2]([CH3:1])[CH2:3][C:4]([NH:6][C:7]1[CH:15]=[CH:14][CH:13]=[C:12]2[C:8]=1[C:9](=[O:35])[N:10]([CH:17]([C:24]1[CH:29]=[CH:28][C:27]([O:30][CH3:31])=[C:26]([O:32][CH2:33][CH3:34])[CH:25]=1)[CH2:18][C:19]([N:21]([CH3:22])[CH3:23])=[O:20])[C:11]2=[O:16])=[O:5], predict the reactants needed to synthesize it. The reactants are: [CH3:1][N:2]([CH3:36])[CH2:3][C:4]([NH:6][C:7]1[CH:15]=[CH:14][CH:13]=[C:12]2[C:8]=1[C:9](=[O:35])[N:10]([CH:17]([C:24]1[CH:29]=[CH:28][C:27]([O:30][CH3:31])=[C:26]([O:32][CH2:33][CH3:34])[CH:25]=1)[CH2:18][C:19]([N:21]([CH3:23])[CH3:22])=[O:20])[C:11]2=[O:16])=[O:5].[ClH:37].CCOCC.